From a dataset of Peptide-MHC class I binding affinity with 185,985 pairs from IEDB/IMGT. Regression. Given a peptide amino acid sequence and an MHC pseudo amino acid sequence, predict their binding affinity value. This is MHC class I binding data. (1) The peptide sequence is GSDKQVVGQ. The MHC is HLA-A02:01 with pseudo-sequence HLA-A02:01. The binding affinity (normalized) is 0.0847. (2) The peptide sequence is EMKEAFHGL. The MHC is HLA-A02:01 with pseudo-sequence HLA-A02:01. The binding affinity (normalized) is 0.0847. (3) The peptide sequence is LVNLIQAKT. The MHC is HLA-A02:01 with pseudo-sequence HLA-A02:01. The binding affinity (normalized) is 0.0113. (4) The peptide sequence is KLMPGSIYV. The MHC is HLA-B08:01 with pseudo-sequence HLA-B08:01. The binding affinity (normalized) is 0.0847. (5) The peptide sequence is YAERQGKTPI. The MHC is H-2-Db with pseudo-sequence H-2-Db. The binding affinity (normalized) is 0.199. (6) The peptide sequence is DLSLGNQEL. The MHC is HLA-A02:03 with pseudo-sequence HLA-A02:03. The binding affinity (normalized) is 0.169. (7) The peptide sequence is INPIVKTSL. The MHC is HLA-B07:02 with pseudo-sequence HLA-B07:02. The binding affinity (normalized) is 0.0798. (8) The peptide sequence is RRISGVDRY. The MHC is Mamu-B03 with pseudo-sequence Mamu-B03. The binding affinity (normalized) is 0.538.